From a dataset of NCI-60 drug combinations with 297,098 pairs across 59 cell lines. Regression. Given two drug SMILES strings and cell line genomic features, predict the synergy score measuring deviation from expected non-interaction effect. (1) Drug 1: CC1=C2C(C(=O)C3(C(CC4C(C3C(C(C2(C)C)(CC1OC(=O)C(C(C5=CC=CC=C5)NC(=O)C6=CC=CC=C6)O)O)OC(=O)C7=CC=CC=C7)(CO4)OC(=O)C)O)C)OC(=O)C. Drug 2: CC1=C(C(=O)C2=C(C1=O)N3CC4C(C3(C2COC(=O)N)OC)N4)N. Cell line: IGROV1. Synergy scores: CSS=28.7, Synergy_ZIP=-9.57, Synergy_Bliss=-2.66, Synergy_Loewe=-1.92, Synergy_HSA=-0.902. (2) Drug 1: C1=NC(=NC(=O)N1C2C(C(C(O2)CO)O)O)N. Drug 2: C1CCC(C(C1)N)N.C(=O)(C(=O)[O-])[O-].[Pt+4]. Cell line: NCIH23. Synergy scores: CSS=3.99, Synergy_ZIP=-3.72, Synergy_Bliss=-1.12, Synergy_Loewe=-3.23, Synergy_HSA=-2.98. (3) Drug 1: CC=C1C(=O)NC(C(=O)OC2CC(=O)NC(C(=O)NC(CSSCCC=C2)C(=O)N1)C(C)C)C(C)C. Drug 2: CC1=C(C(=CC=C1)Cl)NC(=O)C2=CN=C(S2)NC3=CC(=NC(=N3)C)N4CCN(CC4)CCO. Cell line: T-47D. Synergy scores: CSS=19.5, Synergy_ZIP=1.41, Synergy_Bliss=2.50, Synergy_Loewe=-25.7, Synergy_HSA=1.61. (4) Drug 1: CNC(=O)C1=CC=CC=C1SC2=CC3=C(C=C2)C(=NN3)C=CC4=CC=CC=N4. Drug 2: CC1C(C(CC(O1)OC2CC(CC3=C2C(=C4C(=C3O)C(=O)C5=C(C4=O)C(=CC=C5)OC)O)(C(=O)CO)O)N)O.Cl. Cell line: SK-OV-3. Synergy scores: CSS=21.6, Synergy_ZIP=0.869, Synergy_Bliss=-1.09, Synergy_Loewe=-14.6, Synergy_HSA=-2.40. (5) Drug 1: C1CCC(CC1)NC(=O)N(CCCl)N=O. Drug 2: CC1C(C(CC(O1)OC2CC(CC3=C2C(=C4C(=C3O)C(=O)C5=CC=CC=C5C4=O)O)(C(=O)C)O)N)O. Cell line: CCRF-CEM. Synergy scores: CSS=41.0, Synergy_ZIP=-3.99, Synergy_Bliss=-4.33, Synergy_Loewe=-1.88, Synergy_HSA=-0.684. (6) Drug 1: CCC1(CC2CC(C3=C(CCN(C2)C1)C4=CC=CC=C4N3)(C5=C(C=C6C(=C5)C78CCN9C7C(C=CC9)(C(C(C8N6C)(C(=O)OC)O)OC(=O)C)CC)OC)C(=O)OC)O.OS(=O)(=O)O. Drug 2: CN(C(=O)NC(C=O)C(C(C(CO)O)O)O)N=O. Cell line: NCI-H460. Synergy scores: CSS=1.47, Synergy_ZIP=-0.131, Synergy_Bliss=0.910, Synergy_Loewe=-1.92, Synergy_HSA=-0.112.